Dataset: Full USPTO retrosynthesis dataset with 1.9M reactions from patents (1976-2016). Task: Predict the reactants needed to synthesize the given product. (1) Given the product [CH2:1]([O:8][CH2:9][CH2:10][CH2:11][C@H:12]([C:21]1[C:25]2[CH:26]([OH:35])[CH2:27][CH2:28][CH:29]([CH2:30][CH2:31][CH:32]([CH3:33])[CH3:34])[C:24]=2[O:23][N:22]=1)[CH2:13][C:14]([O:16][C:17]([CH3:20])([CH3:19])[CH3:18])=[O:15])[C:2]1[CH:3]=[CH:4][CH:5]=[CH:6][CH:7]=1, predict the reactants needed to synthesize it. The reactants are: [CH2:1]([O:8][CH2:9][CH2:10][CH2:11][C@H:12]([C:21]1[C:25]2[C:26](=[O:35])[CH2:27][CH2:28][CH:29]([CH2:30][CH2:31][CH:32]([CH3:34])[CH3:33])[C:24]=2[O:23][N:22]=1)[CH2:13][C:14]([O:16][C:17]([CH3:20])([CH3:19])[CH3:18])=[O:15])[C:2]1[CH:7]=[CH:6][CH:5]=[CH:4][CH:3]=1.CO.O.O.O.O.O.O.O.[Cl-].[Ce+3].[Cl-].[Cl-].[BH4-].[Na+]. (2) The reactants are: [H-].[Na+].[OH:3][C:4]1[C:9]([C:10]([F:13])([F:12])[F:11])=[CH:8][CH:7]=[CH:6][N:5]=1.[Br-].[Li+].Br[CH2:17][CH2:18][CH2:19][NH:20][C:21](=[O:27])[O:22][C:23]([CH3:26])([CH3:25])[CH3:24]. Given the product [C:23]([O:22][C:21](=[O:27])[NH:20][CH2:19][CH2:18][CH2:17][N:5]1[CH:6]=[CH:7][CH:8]=[C:9]([C:10]([F:11])([F:13])[F:12])[C:4]1=[O:3])([CH3:26])([CH3:25])[CH3:24], predict the reactants needed to synthesize it. (3) Given the product [CH3:32][N:33]1[CH2:46][CH2:45][C:36]2[N:37](/[CH:2]=[C:3](\[C:4]3[CH:9]=[CH:8][CH:7]=[CH:6][CH:5]=3)/[C:10]3[CH:15]=[CH:14][N:13]=[CH:12][CH:11]=3)[C:38]3[CH:39]=[CH:40][C:41]([CH3:44])=[CH:42][C:43]=3[C:35]=2[CH2:34]1, predict the reactants needed to synthesize it. The reactants are: Br[CH:2]=[C:3]([C:10]1[CH:15]=[CH:14][N:13]=[CH:12][CH:11]=1)[C:4]1[CH:9]=[CH:8][CH:7]=[CH:6][CH:5]=1.P([O-])([O-])([O-])=O.[K+].[K+].[K+].N1CCC[C@H]1C(O)=O.[CH3:32][N:33]1[CH2:46][CH2:45][C:36]2[NH:37][C:38]3[CH:39]=[CH:40][C:41]([CH3:44])=[CH:42][C:43]=3[C:35]=2[CH2:34]1. (4) Given the product [Cl:1][C:2]1[CH:33]=[CH:32][CH:31]=[C:30]([Cl:34])[C:3]=1[C:4]([NH:6][CH:7]([CH2:12][C:13]1[CH:14]=[C:15]2[C:20](=[CH:21][CH:22]=1)[N:19]=[C:18]([O:23][C:24]1[CH:29]=[CH:28][CH:27]=[CH:26][CH:25]=1)[CH:17]=[CH:16]2)[C:8]([OH:10])=[O:9])=[O:5], predict the reactants needed to synthesize it. The reactants are: [Cl:1][C:2]1[CH:33]=[CH:32][CH:31]=[C:30]([Cl:34])[C:3]=1[C:4]([NH:6][CH:7]([CH2:12][C:13]1[CH:14]=[C:15]2[C:20](=[CH:21][CH:22]=1)[N:19]=[C:18]([O:23][C:24]1[CH:29]=[CH:28][CH:27]=[CH:26][CH:25]=1)[CH:17]=[CH:16]2)[C:8]([O:10]C)=[O:9])=[O:5].[OH-].[Na+].OS([O-])(=O)=O.[K+].